From a dataset of Full USPTO retrosynthesis dataset with 1.9M reactions from patents (1976-2016). Predict the reactants needed to synthesize the given product. (1) Given the product [Cl:1][C:2]1[CH:3]=[CH:4][C:5]([C:30]#[CH:31])=[C:6]([C:8]2[CH:13]=[CH:12][N:11]([CH:14]([CH3:28])[C:15]([NH:17][C:18]3[CH:19]=[CH:20][C:21]([C:22]([OH:24])=[O:23])=[CH:26][CH:27]=3)=[O:16])[C:10](=[O:29])[CH:9]=2)[CH:7]=1, predict the reactants needed to synthesize it. The reactants are: [Cl:1][C:2]1[CH:3]=[CH:4][C:5]([C:30]#[CH:31])=[C:6]([C:8]2[CH:13]=[CH:12][N:11]([CH:14]([CH3:28])[C:15]([NH:17][C:18]3[CH:27]=[CH:26][C:21]([C:22]([O:24]C)=[O:23])=[CH:20][CH:19]=3)=[O:16])[C:10](=[O:29])[CH:9]=2)[CH:7]=1.[OH-].[Li+]. (2) Given the product [Cl:1][C:2]1[N:3]=[C:4]([O:12][C:13]2[CH:14]=[C:15]([CH:19]=[C:20]3[CH2:21][CH2:22][C:23](=[O:24])[CH2:28][CH2:29]3)[CH:16]=[CH:17][CH:18]=2)[CH:5]=[CH:6][C:7]=1[C:8]([F:11])([F:9])[F:10], predict the reactants needed to synthesize it. The reactants are: [Cl:1][C:2]1[C:7]([C:8]([F:11])([F:10])[F:9])=[CH:6][CH:5]=[C:4]([O:12][C:13]2[CH:18]=[CH:17][CH:16]=[C:15]([CH:19]=[C:20]3[CH2:29][CH2:28][C:23]4(OCC[O:24]4)[CH2:22][CH2:21]3)[CH:14]=2)[N:3]=1.Cl. (3) Given the product [F:18][C:2]([F:17])([F:1])[C:3]([N:5]([C:6]1[C:10]2[CH:11]=[CH:12][C:13]([CH3:16])=[C:14]([I:15])[C:9]=2[O:8][N:7]=1)[CH3:23])=[O:4], predict the reactants needed to synthesize it. The reactants are: [F:1][C:2]([F:18])([F:17])[C:3]([NH:5][C:6]1[C:10]2[CH:11]=[CH:12][C:13]([CH3:16])=[C:14]([I:15])[C:9]=2[O:8][N:7]=1)=[O:4].S(OC)(O[CH3:23])(=O)=O.C(=O)([O-])[O-].[K+].[K+]. (4) Given the product [NH2:1][C:2]1[C:7]([Cl:8])=[C:6]([C:9]([O:11][CH3:12])=[O:10])[N:5]=[C:4]([C:13]2[CH:14]=[N:15][C:16]([Br:29])=[CH:17][CH:18]=2)[C:3]=1[F:20], predict the reactants needed to synthesize it. The reactants are: [NH2:1][C:2]1[C:7]([Cl:8])=[C:6]([C:9]([O:11][CH3:12])=[O:10])[N:5]=[C:4]([C:13]2[CH:14]=[N:15][C:16](Cl)=[CH:17][CH:18]=2)[C:3]=1[F:20].C[Sn](C)C.C[Sn](C)C.[Br:29]Br.S([O-])([O-])=O.[Na+].[Na+]. (5) The reactants are: Cl.Cl.[NH2:3][CH:4]([C:16]1[CH:21]=[CH:20][CH:19]=[CH:18][CH:17]=1)[C:5]([O:7][C@@H:8]1[CH:13]2[CH2:14][CH2:15][N:10]([CH2:11][CH2:12]2)[CH2:9]1)=[O:6].C(N(CC)CC)C.C1CCC(N=C=NC2CCCCC2)CC1.C1C=CC2N(O)N=NC=2C=1.[C:54]([O:58][C:59]([NH:61][CH:62]([C:66]1[CH:71]=[CH:70][CH:69]=[CH:68][CH:67]=1)[C:63](O)=[O:64])=[O:60])([CH3:57])([CH3:56])[CH3:55]. Given the product [C:54]([O:58][C:59]([NH:61][CH:62]([C:66]1[CH:67]=[CH:68][CH:69]=[CH:70][CH:71]=1)[C:63]([NH:3][CH:4]([C:16]1[CH:21]=[CH:20][CH:19]=[CH:18][CH:17]=1)[C:5]([O:7][C@@H:8]1[CH:13]2[CH2:12][CH2:11][N:10]([CH2:15][CH2:14]2)[CH2:9]1)=[O:6])=[O:64])=[O:60])([CH3:57])([CH3:55])[CH3:56], predict the reactants needed to synthesize it.